Predict which catalyst facilitates the given reaction. From a dataset of Catalyst prediction with 721,799 reactions and 888 catalyst types from USPTO. (1) Reactant: [CH3:1][C:2]1[N:6]=[C:5]([C:7]2[NH:11][CH:10]=[N:9][C:8]=2[NH:12][CH2:13][CH2:14][CH2:15][CH2:16][CH3:17])[NH:4][N:3]=1.[C:18](Cl)(Cl)=[O:19].C1(C)C=CC=CC=1. Product: [CH3:1][C:2]1[N:6]=[C:5]2[N:4]([C:18](=[O:19])[N:12]([CH2:13][CH2:14][CH2:15][CH2:16][CH3:17])[C:8]3[N:9]=[CH:10][NH:11][C:7]=32)[N:3]=1. The catalyst class is: 1. (2) Reactant: [N+]([C:4]1[CH:11]=[C:10]([N+:12]([O-:14])=[O:13])[CH:9]=[CH:8][C:5]=1[C:6]#[N:7])([O-])=O.C(=O)([O-])[O-].[K+].[K+].[C:21]([O:25][CH2:26][CH3:27])(=[O:24])[CH2:22][SH:23]. Product: [NH2:7][C:6]1[C:5]2[CH:8]=[CH:9][C:10]([N+:12]([O-:14])=[O:13])=[CH:11][C:4]=2[S:23][C:22]=1[C:21]([O:25][CH2:26][CH3:27])=[O:24]. The catalyst class is: 3. (3) Reactant: [Br:1][C:2]1[CH:10]=[CH:9][C:5]([C:6](O)=[O:7])=[C:4]([N:11]2[CH2:16][CH2:15][N:14]([C:17]([O:19][C:20]([CH3:23])([CH3:22])[CH3:21])=[O:18])[CH2:13][CH2:12]2)[CH:3]=1.CN1CCOCC1.CN(C(ON1N=NC2C=CC=NC1=2)=[N+](C)C)C.F[P-](F)(F)(F)(F)F.[N:55]1([C:61]([O:63][C:64]([CH3:67])([CH3:66])[CH3:65])=[O:62])[CH2:60][CH2:59][NH:58][CH2:57][CH2:56]1. Product: [Br:1][C:2]1[CH:10]=[CH:9][C:5]([C:6]([N:58]2[CH2:59][CH2:60][N:55]([C:61]([O:63][C:64]([CH3:67])([CH3:66])[CH3:65])=[O:62])[CH2:56][CH2:57]2)=[O:7])=[C:4]([N:11]2[CH2:12][CH2:13][N:14]([C:17]([O:19][C:20]([CH3:23])([CH3:22])[CH3:21])=[O:18])[CH2:15][CH2:16]2)[CH:3]=1. The catalyst class is: 31. (4) Reactant: [NH2:1][C:2]1[C:11]2[N:12]=[C:13]3[CH2:18][O:17][CH2:16][C@H:15]([CH2:19][CH2:20][CH2:21][NH:22]C(=O)OC(C)(C)C)[N:14]3[C:10]=2[C:9]2[C:4](=[CH:5][CH:6]=[CH:7][CH:8]=2)[N:3]=1.Cl. Product: [NH2:22][CH2:21][CH2:20][CH2:19][C@@H:15]1[N:14]2[C:10]3[C:9]4[C:4](=[CH:5][CH:6]=[CH:7][CH:8]=4)[N:3]=[C:2]([NH2:1])[C:11]=3[N:12]=[C:13]2[CH2:18][O:17][CH2:16]1. The catalyst class is: 8. (5) Reactant: [NH2:1][C:2]1[CH:7]=[C:6]([F:8])[CH:5]=[C:4]([F:9])[C:3]=1[NH2:10].[C:11](N1C=CN=C1)(N1C=CN=C1)=[S:12]. Product: [SH:12][C:11]1[NH:10][C:3]2[C:4]([F:9])=[CH:5][C:6]([F:8])=[CH:7][C:2]=2[N:1]=1. The catalyst class is: 7. (6) Reactant: C([O:5][C:6](=O)[CH2:7][CH:8]([NH:16][C:17]([O:19][C:20]([CH3:23])([CH3:22])[CH3:21])=[O:18])[C:9]1[CH:14]=[CH:13][CH:12]=[C:11]([F:15])[CH:10]=1)(C)(C)C.[H-].[Al+3].[Li+].[H-].[H-].[H-]. Product: [C:20]([O:19][C:17](=[O:18])[NH:16][C@H:8]([C:9]1[CH:14]=[CH:13][CH:12]=[C:11]([F:15])[CH:10]=1)[CH2:7][CH2:6][OH:5])([CH3:23])([CH3:21])[CH3:22]. The catalyst class is: 1. (7) Reactant: Cl[C:2]1[C:11]2[C:6](=[CH:7][C:8]([Cl:16])=[C:9]([C:12]([F:15])([F:14])[F:13])[CH:10]=2)[N:5]=[CH:4][N:3]=1.CCN(CC)CC.[N:24]1([C:30]([O:32][C:33]([CH3:36])([CH3:35])[CH3:34])=[O:31])[CH2:29][CH2:28][NH:27][CH2:26][CH2:25]1. Product: [Cl:16][C:8]1[CH:7]=[C:6]2[C:11]([C:2]([N:27]3[CH2:26][CH2:25][N:24]([C:30]([O:32][C:33]([CH3:36])([CH3:35])[CH3:34])=[O:31])[CH2:29][CH2:28]3)=[N:3][CH:4]=[N:5]2)=[CH:10][C:9]=1[C:12]([F:15])([F:14])[F:13]. The catalyst class is: 4. (8) Reactant: [C:1]([N:8]1[CH2:13][CH2:12][CH:11]([CH2:14][CH2:15][OH:16])[CH2:10][CH2:9]1)([O:3][C:4]([CH3:7])([CH3:6])[CH3:5])=[O:2].CCN(CC)CC.[C:24]1([CH3:34])[CH:29]=[CH:28][C:27]([S:30](Cl)(=[O:32])=[O:31])=[CH:26][CH:25]=1. Product: [C:4]([O:3][C:1]([N:8]1[CH2:13][CH2:12][CH:11]([CH2:14][CH2:15][O:16][S:30]([C:27]2[CH:28]=[CH:29][C:24]([CH3:34])=[CH:25][CH:26]=2)(=[O:32])=[O:31])[CH2:10][CH2:9]1)=[O:2])([CH3:7])([CH3:6])[CH3:5]. The catalyst class is: 2. (9) Reactant: [CH3:1][CH2:2][O:3][C:4]([C@@H:6]([NH:15][C@H:16]([C:18]([N:20]1[C@H:27]([C:28]([OH:30])=[O:29])[CH2:26][C@H:25]2[C@@H:21]1[CH2:22][CH2:23][CH2:24]2)=[O:19])[CH3:17])[CH2:7][CH2:8][C:9]1[CH:10]=[CH:11][CH:12]=[CH:13][CH:14]=1)=[O:5].[NH2:31][C@H:32]([C:40]([OH:42])=[O:41])[CH2:33][CH2:34][CH2:35][NH:36][C:37](=[NH:39])[NH2:38]. Product: [CH3:1][CH2:2][O:3][C:4]([C@@H:6]([NH:15][C@H:16]([C:18]([N:20]1[C@H:27]([C:28]([OH:30])=[O:29])[CH2:26][C@H:25]2[C@@H:21]1[CH2:22][CH2:23][CH2:24]2)=[O:19])[CH3:17])[CH2:7][CH2:8][C:9]1[CH:14]=[CH:13][CH:12]=[CH:11][CH:10]=1)=[O:5].[NH2:31][C@H:32]([C:40]([OH:42])=[O:41])[CH2:33][CH2:34][CH2:35][NH:36][C:37](=[NH:38])[NH2:39]. The catalyst class is: 657.